Predict the reaction yield, written as a fraction of the theoretical maximum amount of product (1.0 means a 100% yield; for example, 0.34 means a 34% yield). From a dataset of Reaction yield outcomes from USPTO patents with 853,638 reactions. (1) The reactants are I[C:2]1[N:3]=[C:4]2[C:10]3[CH:11]=[CH:12][C:13]([C:15]([O:17][CH3:18])=[O:16])=[CH:14][C:9]=3[O:8][CH2:7][CH2:6][N:5]2[CH:19]=1.[Cu](C#N)[C:21]#[N:22]. The catalyst is CN(C=O)C. The product is [C:21]([C:2]1[N:3]=[C:4]2[C:10]3[CH:11]=[CH:12][C:13]([C:15]([O:17][CH3:18])=[O:16])=[CH:14][C:9]=3[O:8][CH2:7][CH2:6][N:5]2[CH:19]=1)#[N:22]. The yield is 0.740. (2) The reactants are Br[C:2]1[S:6][CH:5]=[C:4]([C:7]#[N:8])[C:3]=1[O:9][CH3:10].[CH:11]1[C:20]2[CH2:19][CH2:18][CH2:17][CH2:16][C:15]=2[CH:14]=[CH:13][C:12]=1B(O)O.C(=O)([O-])[O-].[K+].[K+].[Cl-].[Na+]. The catalyst is [Br-].C([N+](CCCC)(CCCC)CCCC)CCC.C([O-])(=O)C.[Pd+2].C([O-])(=O)C.C(OCC)(=O)C.O.COCCOC. The product is [CH3:10][O:9][C:3]1[C:4]([C:7]#[N:8])=[CH:5][S:6][C:2]=1[C:13]1[CH:12]=[CH:11][C:20]2[CH2:19][CH2:18][CH2:17][CH2:16][C:15]=2[CH:14]=1. The yield is 0.820.